Dataset: Catalyst prediction with 721,799 reactions and 888 catalyst types from USPTO. Task: Predict which catalyst facilitates the given reaction. (1) Reactant: [NH2:1][C:2]1[S:3][CH:4]=[CH:5][N:6]=1.N1C=CC=CC=1.[F:13][C:14]1[CH:19]=[C:18]([F:20])[CH:17]=[CH:16][C:15]=1[S:21](Cl)(=[O:23])=[O:22]. Product: [F:13][C:14]1[CH:19]=[C:18]([F:20])[CH:17]=[CH:16][C:15]=1[S:21]([NH:1][C:2]1[S:3][CH:4]=[CH:5][N:6]=1)(=[O:23])=[O:22]. The catalyst class is: 2. (2) Reactant: [Cl:1][C:2]1[CH:3]=[CH:4][C:5]([O:31][CH3:32])=[C:6]([NH:8][S:9]([C:12]2[CH:13]=[CH:14][C:15]([O:29][CH3:30])=[C:16]3[C:21]=2[O:20][CH2:19][C@H:18]([NH:22]C(=O)C(F)(F)F)[CH2:17]3)(=[O:11])=[O:10])[CH:7]=1.[OH-].[Na+].Cl.C(=O)(O)[O-].[Na+]. Product: [NH2:22][C@@H:18]1[CH2:17][C:16]2[C:21](=[C:12]([S:9]([NH:8][C:6]3[CH:7]=[C:2]([Cl:1])[CH:3]=[CH:4][C:5]=3[O:31][CH3:32])(=[O:10])=[O:11])[CH:13]=[CH:14][C:15]=2[O:29][CH3:30])[O:20][CH2:19]1. The catalyst class is: 146. (3) Reactant: Br[CH2:2][C:3]1[S:4][C:5]([C:12]([O:14][CH2:15][CH3:16])=[O:13])=[C:6]([O:8][CH:9]([CH3:11])[CH3:10])[N:7]=1.[C:17]([O-:20])(=[O:19])[CH3:18].[K+].[Cl-].[NH4+]. Product: [C:17]([O:20][CH2:2][C:3]1[S:4][C:5]([C:12]([O:14][CH2:15][CH3:16])=[O:13])=[C:6]([O:8][CH:9]([CH3:11])[CH3:10])[N:7]=1)(=[O:19])[CH3:18]. The catalyst class is: 9. (4) Reactant: [C:1]1([CH:7]([C:13]2[CH:18]=[CH:17][CH:16]=[CH:15][CH:14]=2)[N:8]2[CH2:11][CH:10]([OH:12])[CH2:9]2)[CH:6]=[CH:5][CH:4]=[CH:3][CH:2]=1.[H-].[Na+].Cl[CH2:22][C:23]1[S:24][CH:25]=[CH:26][CH:27]=1. Product: [C:13]1([CH:7]([C:1]2[CH:2]=[CH:3][CH:4]=[CH:5][CH:6]=2)[N:8]2[CH2:11][CH:10]([O:12][CH2:22][C:23]3[S:24][CH:25]=[CH:26][CH:27]=3)[CH2:9]2)[CH:14]=[CH:15][CH:16]=[CH:17][CH:18]=1. The catalyst class is: 3.